Dataset: Forward reaction prediction with 1.9M reactions from USPTO patents (1976-2016). Task: Predict the product of the given reaction. (1) Given the reactants [CH:1]1([N:7]2[CH2:13][C:12]([F:15])([F:14])[C:11](=[O:16])[N:10]([CH3:17])[C:9]3[CH:18]=[N:19][C:20]([NH:22][C:23]4[CH:31]=[CH:30][C:26]([C:27](O)=[O:28])=[CH:25][C:24]=4[O:32][CH3:33])=[N:21][C:8]2=3)[CH2:6][CH2:5][CH2:4][CH2:3][CH2:2]1.CN(C(ON1N=NC2C=CC=NC1=2)=[N+](C)C)C.F[P-](F)(F)(F)(F)F.[NH2:58][N:59]1[CH2:64][CH2:63][N:62]([C:65]([O:67][CH2:68][C:69]2[CH:74]=[CH:73][CH:72]=[CH:71][CH:70]=2)=[O:66])[CH2:61][CH2:60]1, predict the reaction product. The product is: [CH:1]1([N:7]2[CH2:13][C:12]([F:14])([F:15])[C:11](=[O:16])[N:10]([CH3:17])[C:9]3[CH:18]=[N:19][C:20]([NH:22][C:23]4[CH:31]=[CH:30][C:26]([C:27]([NH:58][N:59]5[CH2:60][CH2:61][N:62]([C:65]([O:67][CH2:68][C:69]6[CH:74]=[CH:73][CH:72]=[CH:71][CH:70]=6)=[O:66])[CH2:63][CH2:64]5)=[O:28])=[CH:25][C:24]=4[O:32][CH3:33])=[N:21][C:8]2=3)[CH2:2][CH2:3][CH2:4][CH2:5][CH2:6]1. (2) Given the reactants [C:1](N1C=CN=C1)(N1C=CN=C1)=[O:2].[N+:13]([C:16]1[C:17]([NH2:23])=[C:18]([NH2:22])[CH:19]=[CH:20][CH:21]=1)([O-:15])=[O:14], predict the reaction product. The product is: [N+:13]([C:16]1[C:17]2[NH:23][C:1](=[O:2])[NH:22][C:18]=2[CH:19]=[CH:20][CH:21]=1)([O-:15])=[O:14]. (3) Given the reactants [CH2:1]([N:8]1[C@@H:15]([CH2:16][O:17][Si:18]([C:21]([CH3:24])([CH3:23])[CH3:22])([CH3:20])[CH3:19])[CH2:14][N:13](CC2C=CC=CC=2)[CH2:12][C:9]21[CH2:11][CH2:10]2)[C:2]1[CH:7]=[CH:6][CH:5]=[CH:4][CH:3]=1.[Cl:32]C(OC(Cl)C)=O, predict the reaction product. The product is: [ClH:32].[CH2:1]([N:8]1[C@@H:15]([CH2:16][O:17][Si:18]([C:21]([CH3:24])([CH3:23])[CH3:22])([CH3:19])[CH3:20])[CH2:14][NH:13][CH2:12][C:9]21[CH2:10][CH2:11]2)[C:2]1[CH:7]=[CH:6][CH:5]=[CH:4][CH:3]=1. (4) Given the reactants [NH2:1][C:2]1[CH:7]=[C:6]([C:8]([F:11])([F:10])[F:9])[CH:5]=[CH:4][C:3]=1[C:12]1[NH:13][C:14]([NH:17][C:18]2[CH:26]=[CH:25][C:21]3[O:22][CH2:23][O:24][C:20]=3[CH:19]=2)=[N:15][N:16]=1.[N:27]1[CH:32]=[CH:31][C:30]([CH:33]=O)=[CH:29][CH:28]=1.C(O[BH-](OC(=O)C)OC(=O)C)(=O)C.[Na+].C(O)(=O)C, predict the reaction product. The product is: [O:22]1[C:21]2[CH:25]=[CH:26][C:18]([NH:17][C:14]3[NH:13][C:12]([C:3]4[CH:4]=[CH:5][C:6]([C:8]([F:10])([F:11])[F:9])=[CH:7][C:2]=4[NH:1][CH2:33][C:30]4[CH:31]=[CH:32][N:27]=[CH:28][CH:29]=4)=[N:16][N:15]=3)=[CH:19][C:20]=2[O:24][CH2:23]1. (5) Given the reactants Cl[C:2]1[CH:11]=[CH:10][C:9]2[C:8]([C:12]([NH:14][CH2:15][CH:16]3[CH2:21][CH2:20][CH2:19][CH2:18][CH2:17]3)=[O:13])=[C:7]([Cl:22])[CH:6]=[CH:5][C:4]=2[N:3]=1.[NH:23]1[CH2:28][CH2:27][CH:26]([C:29]([O:31][CH2:32][CH3:33])=[O:30])[CH2:25][CH2:24]1, predict the reaction product. The product is: [Cl:22][C:7]1[C:8]([C:12]([NH:14][CH2:15][CH:16]2[CH2:21][CH2:20][CH2:19][CH2:18][CH2:17]2)=[O:13])=[C:9]2[C:4](=[CH:5][CH:6]=1)[N:3]=[C:2]([N:23]1[CH2:28][CH2:27][CH:26]([C:29]([O:31][CH2:32][CH3:33])=[O:30])[CH2:25][CH2:24]1)[CH:11]=[CH:10]2. (6) Given the reactants [F:1][C:2]1[CH:3]=[C:4]([C:8]2[CH:12]=[C:11]([C:13]([O:15][CH2:16][CH3:17])=[O:14])[NH:10][N:9]=2)[CH:5]=[CH:6][CH:7]=1.[Li+].C[Si]([N-][Si](C)(C)C)(C)C.Cl[CH2:29][C:30]#[N:31], predict the reaction product. The product is: [C:30]([CH2:29][N:10]1[C:11]([C:13]([O:15][CH2:16][CH3:17])=[O:14])=[CH:12][C:8]([C:4]2[CH:5]=[CH:6][CH:7]=[C:2]([F:1])[CH:3]=2)=[N:9]1)#[N:31]. (7) Given the reactants [Br:1][C:2]1[CH:7]=[CH:6][C:5]([OH:8])=[C:4]([C:9]2[O:10][C:11]3[CH:17]=[CH:16][C:15]([CH3:18])=[CH:14][C:12]=3[N:13]=2)[CH:3]=1.Cl[CH2:20][C:21]1[CH:26]=[CH:25][CH:24]=[CH:23][CH:22]=1, predict the reaction product. The product is: [CH2:20]([O:8][C:5]1[CH:6]=[CH:7][C:2]([Br:1])=[CH:3][C:4]=1[C:9]1[O:10][C:11]2[CH:17]=[CH:16][C:15]([CH3:18])=[CH:14][C:12]=2[N:13]=1)[C:21]1[CH:26]=[CH:25][CH:24]=[CH:23][CH:22]=1. (8) Given the reactants [Cl:1][C:2]1[C:7]([C:8]([O:10]CC)=[O:9])=[C:6](F)[C:5]([CH2:14][NH:15][C:16](=[O:21])[C:17]([CH3:20])([CH3:19])[CH3:18])=[CH:4][CH:3]=1.[OH-].[K+].C(O)(=O)C[C:26](CC(O)=O)(C(O)=O)[OH:27], predict the reaction product. The product is: [Cl:1][C:2]1[C:7]([C:8]([OH:10])=[O:9])=[C:6]([O:27][CH3:26])[C:5]([CH2:14][NH:15][C:16](=[O:21])[C:17]([CH3:18])([CH3:19])[CH3:20])=[CH:4][CH:3]=1.